From a dataset of Forward reaction prediction with 1.9M reactions from USPTO patents (1976-2016). Predict the product of the given reaction. (1) Given the reactants [F:1][C:2]1[CH:3]=[CH:4][C:5]2[O:9][C:8]([C:10](N(OC)C)=[O:11])=[C:7]([CH3:16])[C:6]=2[CH:17]=1.[C:18]1(C)[CH:23]=[CH:22][CH:21]=[CH:20][CH:19]=1.[H-].C([Al+]CC(C)C)C(C)C.Cl.O1CCCC1.C1([Mg]Br)CCCCC1.[Cl-].[NH4+], predict the reaction product. The product is: [CH:18]1([CH:10]([C:8]2[O:9][C:5]3[CH:4]=[CH:3][C:2]([F:1])=[CH:17][C:6]=3[C:7]=2[CH3:16])[OH:11])[CH2:23][CH2:22][CH2:21][CH2:20][CH2:19]1. (2) Given the reactants [Cl:1][C:2]1[CH:3]=[C:4]([C@H:8]2[O:12][C:11](=[O:13])[N:10]([C@H:14]([CH3:33])[CH2:15][C:16]3[C:24]4[C:19](=[C:20]([NH:25]C(=O)OC(C)(C)C)[CH:21]=[CH:22][CH:23]=4)[NH:18][CH:17]=3)[CH2:9]2)[CH:5]=[CH:6][CH:7]=1.Cl, predict the reaction product. The product is: [NH2:25][C:20]1[CH:21]=[CH:22][CH:23]=[C:24]2[C:19]=1[NH:18][CH:17]=[C:16]2[CH2:15][C@H:14]([N:10]1[CH2:9][C@@H:8]([C:4]2[CH:5]=[CH:6][CH:7]=[C:2]([Cl:1])[CH:3]=2)[O:12][C:11]1=[O:13])[CH3:33]. (3) Given the reactants [CH3:1][O:2][C:3]1[CH:4]=[C:5]([C:12]2[CH2:17][N:16](CC=C)[CH2:15][CH2:14][CH:13]=2)[CH:6]=[CH:7][C:8]=1[N+:9]([O-:11])=[O:10], predict the reaction product. The product is: [CH3:1][O:2][C:3]1[CH:4]=[C:5]([C:12]2[CH2:17][NH:16][CH2:15][CH2:14][CH:13]=2)[CH:6]=[CH:7][C:8]=1[N+:9]([O-:11])=[O:10]. (4) Given the reactants Cl.[N:2]12[CH2:9][CH2:8][CH:5]([CH2:6][CH2:7]1)[C:4](=O)[CH2:3]2.[Cl:11][C:12]1[CH:17]=[CH:16][C:15]([O:18][C:19]2[CH:25]=[CH:24][C:22]([NH2:23])=[CH:21][CH:20]=2)=[CH:14][CH:13]=1.O1CCOCC1.Cl, predict the reaction product. The product is: [ClH:11].[Cl:11][C:12]1[CH:17]=[CH:16][C:15]([O:18][C:19]2[CH:25]=[CH:24][C:22]([NH:23][CH:4]3[CH:5]4[CH2:8][CH2:9][N:2]([CH2:7][CH2:6]4)[CH2:3]3)=[CH:21][CH:20]=2)=[CH:14][CH:13]=1. (5) The product is: [NH2:1][C:2]1[C:6]([Br:17])=[C:5]([C:7]2[CH:12]=[CH:11][CH:10]=[CH:9][CH:8]=2)[S:4][C:3]=1[C:13]([O:15][CH3:16])=[O:14]. Given the reactants [NH2:1][C:2]1[CH:6]=[C:5]([C:7]2[CH:12]=[CH:11][CH:10]=[CH:9][CH:8]=2)[S:4][C:3]=1[C:13]([O:15][CH3:16])=[O:14].[Br-:17].[Br-].[Br-].C1([N+](C)(C)C)C=CC=CC=1.C1([N+](C)(C)C)C=CC=CC=1.C1([N+](C)(C)C)C=CC=CC=1.C(=O)([O-])[O-].[Ca+2], predict the reaction product.